Dataset: Full USPTO retrosynthesis dataset with 1.9M reactions from patents (1976-2016). Task: Predict the reactants needed to synthesize the given product. (1) Given the product [CH3:10][C:11]1([CH3:30])[C:20]2[C:15](=[CH:16][CH:17]=[C:18]([C:21]([NH:9][S:6]([CH:3]3[CH2:5][CH2:4]3)(=[O:8])=[O:7])=[O:22])[CH:19]=2)[NH:14][CH:13]([C:24]2[CH:25]=[N:26][CH:27]=[CH:28][CH:29]=2)[CH2:12]1, predict the reactants needed to synthesize it. The reactants are: [H-].[Na+].[CH:3]1([S:6]([NH2:9])(=[O:8])=[O:7])[CH2:5][CH2:4]1.[CH3:10][C:11]1([CH3:30])[C:20]2[C:15](=[CH:16][CH:17]=[C:18]([C:21](O)=[O:22])[CH:19]=2)[NH:14][CH:13]([C:24]2[CH:25]=[N:26][CH:27]=[CH:28][CH:29]=2)[CH2:12]1.C(N1C=CN=C1)(N1C=CN=C1)=O. (2) Given the product [F:22][C:23]1[CH:28]=[CH:27][CH:26]=[CH:25][C:24]=1[C:2]1[CH:3]=[CH:4][C:5]([NH:8][C:9](=[O:21])[CH2:10][CH:11]2[CH2:16][CH2:15][N:14]([S:17]([CH3:20])(=[O:19])=[O:18])[CH2:13][CH2:12]2)=[N:6][CH:7]=1, predict the reactants needed to synthesize it. The reactants are: Br[C:2]1[CH:3]=[CH:4][C:5]([NH:8][C:9](=[O:21])[CH2:10][CH:11]2[CH2:16][CH2:15][N:14]([S:17]([CH3:20])(=[O:19])=[O:18])[CH2:13][CH2:12]2)=[N:6][CH:7]=1.[F:22][C:23]1[CH:28]=[CH:27][CH:26]=[CH:25][C:24]=1B(O)O. (3) Given the product [Cl:1][C:2]1[CH:3]=[CH:4][C:5]2[S:9][C:8]([S:10]([NH:13][C:14]3[CH:15]=[C:16]([CH:20]=[CH:21][CH:22]=3)[C:17]([O:19][CH2:29][CH2:28][CH2:27][N:26]([CH3:31])[CH3:25])=[O:18])(=[O:12])=[O:11])=[C:7]([CH3:23])[C:6]=2[CH:24]=1, predict the reactants needed to synthesize it. The reactants are: [Cl:1][C:2]1[CH:3]=[CH:4][C:5]2[S:9][C:8]([S:10]([NH:13][C:14]3[CH:15]=[C:16]([CH:20]=[CH:21][CH:22]=3)[C:17]([OH:19])=[O:18])(=[O:12])=[O:11])=[C:7]([CH3:23])[C:6]=2[CH:24]=1.[CH3:25][N:26]([CH3:31])[CH2:27][CH2:28][CH2:29]O. (4) Given the product [NH2:11][C:10]1[C:2]([Br:1])=[CH:3][C:4]2[C:8]([CH:9]=1)=[N:7][N:6]([C:14]1[CH:15]=[CH:16][C:17]([F:20])=[CH:18][CH:19]=1)[C:5]=2[C:21]#[N:22], predict the reactants needed to synthesize it. The reactants are: [Br:1][C:2]1[C:10]([N+:11]([O-])=O)=[CH:9][C:8]2[C:4](=[C:5]([C:21]#[N:22])[N:6]([C:14]3[CH:19]=[CH:18][C:17]([F:20])=[CH:16][CH:15]=3)[N:7]=2)[CH:3]=1.C1COCC1.O.[Cl-].[NH4+]. (5) Given the product [Br:21][C:20]([Br:24])=[CH:37][C@@H:33]1[CH2:34][CH2:35][CH2:36][N:32]1[C:30]([O:29][C:25]([CH3:26])([CH3:28])[CH3:27])=[O:31], predict the reactants needed to synthesize it. The reactants are: C1(P(C2C=CC=CC=2)C2C=CC=CC=2)C=CC=CC=1.[C:20]([Br:24])(Br)(Br)[Br:21].[C:25]([O:29][C:30]([N:32]1[CH2:36][CH2:35][CH2:34][CH:33]1[CH:37]=O)=[O:31])([CH3:28])([CH3:27])[CH3:26].C(=O)(O)[O-].[Na+]. (6) Given the product [C:26]1([C:5]2[C:6]3[C:11]([C:12]([C:16]4[CH:17]=[CH:18][CH:23]=[CH:24][CH:25]=4)=[C:13]4[C:4]=2[CH:3]=[C:2]([B:43]([OH:46])[OH:42])[CH:15]=[CH:14]4)=[CH:10][CH:9]=[CH:8][CH:7]=3)[CH:35]=[CH:34][CH:33]=[CH:28][CH:27]=1, predict the reactants needed to synthesize it. The reactants are: Br[C:2]1[CH:15]=[CH:14][C:13]2[C:4](=[C:5]([C:26]3[CH:35]=[CH:34][C:33]4[C:28](=CC=CC=4)[CH:27]=3)[C:6]3[C:11]([C:12]=2[C:16]2[CH:25]=[CH:24][C:23]4[C:18](=CC=CC=4)[CH:17]=2)=[CH:10][CH:9]=[CH:8][CH:7]=3)[CH:3]=1.C([Li])CCC.C[O:42][B:43]([O:46]C)OC.